This data is from Reaction yield outcomes from USPTO patents with 853,638 reactions. The task is: Predict the reaction yield, written as a fraction of the theoretical maximum amount of product (1.0 means a 100% yield; for example, 0.34 means a 34% yield). (1) The reactants are [NH2:1][CH2:2][C@@H:3]([OH:15])[CH2:4][P:5]([CH2:8][CH:9]1[CH2:14][CH2:13][CH2:12][CH2:11][CH2:10]1)(=[O:7])[OH:6].C(=O)([O-])[O-].[K+].[K+].[C:22]([O:26][C:27](O[C:27]([O:26][C:22]([CH3:25])([CH3:24])[CH3:23])=[O:28])=[O:28])([CH3:25])([CH3:24])[CH3:23].C(OCC)(=O)C. The catalyst is C1COCC1. The product is [C:22]([O:26][C:27]([NH:1][CH2:2][C@@H:3]([OH:15])[CH2:4][P:5]([CH2:8][CH:9]1[CH2:14][CH2:13][CH2:12][CH2:11][CH2:10]1)(=[O:6])[OH:7])=[O:28])([CH3:25])([CH3:24])[CH3:23]. The yield is 0.920. (2) The catalyst is C(Cl)(Cl)Cl. The product is [CH3:1][N:2]1[C@@H:19]2[CH2:20][C:7]3[CH:8]=[CH:9][C:10]([O:22][CH3:23])=[C:11]4[O:12][C@H:13]5[C:14]([CH2:16][CH2:17][C@:18]2([OH:21])[C@:5]5([C:6]=34)[CH2:4][CH2:3]1)=[O:15]. The yield is 0.930. The reactants are [CH3:1][N:2]1[C@@H:19]2[CH2:20][C:7]3[CH:8]=[CH:9][C:10]([O:22][CH3:23])=[C:11]4[O:12][C@H:13]5[C:14]([CH2:16][CH2:17][C@:18]2([OH:21])[C@:5]5([C:6]=34)[CH2:4][CH2:3]1)=[O:15].Cl. (3) The catalyst is C(OCC)C.O. The product is [Cl:1][C:2]1[CH:3]=[CH:4][C:5]2[C:11]3[N:29]=[C:28]([NH2:30])[N:27]=[CH:13][C:10]=3[CH2:9][N:8]=[C:7]([C:17]3[C:18]([F:24])=[CH:19][CH:20]=[CH:21][C:22]=3[F:23])[C:6]=2[CH:25]=1. The yield is 0.890. The reactants are [Cl:1][C:2]1[CH:3]=[CH:4][C:5]2[C:11](=O)[C:10](=[CH:13]N(C)C)[CH2:9][N:8]=[C:7]([C:17]3[C:22]([F:23])=[CH:21][CH:20]=[CH:19][C:18]=3[F:24])[C:6]=2[CH:25]=1.Cl.[NH2:27][C:28]([NH2:30])=[NH:29].C(=O)([O-])[O-].[K+].[K+].C(O)C. (4) The reactants are [Si](Cl)(Cl)(C)C.[CH3:6][C:7]1[CH:8]=[C:9]([C:14]2[CH:22]=[CH:21][CH:20]=[C:19]3[C:15]=2[CH:16]=[C:17]([CH3:23])[CH-:18]3)[CH:10]=[C:11]([CH3:13])[CH:12]=1.[Li+]. The catalyst is C1COCC1. The product is [CH3:13][C:11]1[CH:10]=[C:9]([C:14]2[CH:22]=[CH:21][CH:20]=[C:19]3[C:15]=2[CH:16]=[C:17]([CH3:23])[CH2:18]3)[CH:8]=[C:7]([CH3:6])[CH:12]=1. The yield is 0.870. (5) The reactants are N(C(OCC)=O)=NC(OCC)=O.[OH:13][C:14]1[CH:30]=[CH:29][C:17]([C:18]([C:20]2[CH:25]=[CH:24][C:23]([N+:26]([O-:28])=[O:27])=[CH:22][CH:21]=2)=[O:19])=[CH:16][CH:15]=1.O[CH:32]1[CH2:37][CH2:36][O:35][CH2:34][CH2:33]1.C1(P(C2C=CC=CC=2)C2C=CC=CC=2)C=CC=CC=1. The catalyst is O1CCCC1. The product is [O:35]1[CH2:36][CH2:37][CH:32]([O:13][C:14]2[CH:30]=[CH:29][C:17]([C:18]([C:20]3[CH:25]=[CH:24][C:23]([N+:26]([O-:28])=[O:27])=[CH:22][CH:21]=3)=[O:19])=[CH:16][CH:15]=2)[CH2:33][CH2:34]1. The yield is 0.610. (6) The reactants are [CH3:1][C:2]1[CH:3]=[C:4]([C:8](O)([CH3:10])[CH3:9])[N:5]=[N:6][CH:7]=1.CCN(S(F)(F)[F:18])CC.C(=O)(O)[O-].[Na+]. The catalyst is C(Cl)Cl. The product is [F:18][C:8]([C:4]1[N:5]=[N:6][CH:7]=[C:2]([CH3:1])[CH:3]=1)([CH3:10])[CH3:9]. The yield is 0.520. (7) The reactants are [F:1][C:2]([F:7])([F:6])[C:3]([OH:5])=[O:4].[F:8][C:9]([F:14])([F:13])[C:10]([OH:12])=[O:11].F[C:16](F)(F)[C:17](O)=O.[Cl:22][C:23]1[CH:24]=[N:25][C:26]2[NH:27][C:28]3[CH:29]=[N:30][CH:31]=[C:32]([CH:54]=3)[CH2:33][CH2:34][C:35]3[CH:43]=[C:39]([NH:40][C:41]=1[N:42]=2)[CH:38]=[CH:37][C:36]=3[NH:44][C:45](=[O:53])[CH2:46][CH:47]1[CH2:52][CH2:51][NH:50][CH2:49][CH2:48]1.[N:55]([C:58]1[C:59]([CH3:64])=NOC=1C)=[C:56]=[O:57]. No catalyst specified. The product is [F:1][C:2]([F:7])([F:6])[C:3]([OH:5])=[O:4].[F:8][C:9]([F:14])([F:13])[C:10]([OH:12])=[O:11].[CH2:58]([NH:55][C:56]([N:50]1[CH2:51][CH2:52][CH:47]([CH2:46][C:45]([NH:44][C:36]2[CH:37]=[CH:38][C:39]3[NH:40][C:41]4[N:42]=[C:26]([NH:27][C:28]5[CH:29]=[N:30][CH:31]=[C:32]([CH:54]=5)[CH2:33][CH2:34][C:35]=2[CH:43]=3)[N:25]=[CH:24][C:23]=4[Cl:22])=[O:53])[CH2:48][CH2:49]1)=[O:57])[C:59]1[CH:64]=[CH:3][CH:2]=[CH:17][CH:16]=1. The yield is 0.300.